The task is: Regression. Given two drug SMILES strings and cell line genomic features, predict the synergy score measuring deviation from expected non-interaction effect.. This data is from NCI-60 drug combinations with 297,098 pairs across 59 cell lines. (1) Drug 1: CNC(=O)C1=NC=CC(=C1)OC2=CC=C(C=C2)NC(=O)NC3=CC(=C(C=C3)Cl)C(F)(F)F. Drug 2: C1C(C(OC1N2C=NC3=C2NC=NCC3O)CO)O. Cell line: MCF7. Synergy scores: CSS=4.50, Synergy_ZIP=-2.18, Synergy_Bliss=-3.89, Synergy_Loewe=-2.09, Synergy_HSA=-4.20. (2) Drug 1: CC12CCC(CC1=CCC3C2CCC4(C3CC=C4C5=CN=CC=C5)C)O. Drug 2: CC1C(C(CC(O1)OC2CC(CC3=C2C(=C4C(=C3O)C(=O)C5=CC=CC=C5C4=O)O)(C(=O)C)O)N)O. Cell line: COLO 205. Synergy scores: CSS=48.6, Synergy_ZIP=2.49, Synergy_Bliss=4.25, Synergy_Loewe=-37.1, Synergy_HSA=1.23. (3) Drug 1: CN(C)C1=NC(=NC(=N1)N(C)C)N(C)C. Drug 2: C1=CC(=CC=C1C#N)C(C2=CC=C(C=C2)C#N)N3C=NC=N3. Cell line: 786-0. Synergy scores: CSS=-7.92, Synergy_ZIP=0.386, Synergy_Bliss=-6.07, Synergy_Loewe=-6.75, Synergy_HSA=-8.84. (4) Drug 1: CC12CCC(CC1=CCC3C2CCC4(C3CC=C4C5=CN=CC=C5)C)O. Drug 2: CN(C)N=NC1=C(NC=N1)C(=O)N. Cell line: SNB-75. Synergy scores: CSS=-4.32, Synergy_ZIP=6.25, Synergy_Bliss=-1.90, Synergy_Loewe=-5.17, Synergy_HSA=-3.90. (5) Drug 1: C1CCN(CC1)CCOC2=CC=C(C=C2)C(=O)C3=C(SC4=C3C=CC(=C4)O)C5=CC=C(C=C5)O. Drug 2: CCC1(CC2CC(C3=C(CCN(C2)C1)C4=CC=CC=C4N3)(C5=C(C=C6C(=C5)C78CCN9C7C(C=CC9)(C(C(C8N6C)(C(=O)OC)O)OC(=O)C)CC)OC)C(=O)OC)O.OS(=O)(=O)O. Cell line: LOX IMVI. Synergy scores: CSS=26.9, Synergy_ZIP=2.85, Synergy_Bliss=3.13, Synergy_Loewe=-13.0, Synergy_HSA=3.77. (6) Drug 1: C1C(C(OC1N2C=NC3=C(N=C(N=C32)Cl)N)CO)O. Drug 2: CCC1=C2CN3C(=CC4=C(C3=O)COC(=O)C4(CC)O)C2=NC5=C1C=C(C=C5)O. Cell line: RPMI-8226. Synergy scores: CSS=48.4, Synergy_ZIP=-0.545, Synergy_Bliss=0.0148, Synergy_Loewe=-4.45, Synergy_HSA=0.962. (7) Drug 1: CN(CC1=CN=C2C(=N1)C(=NC(=N2)N)N)C3=CC=C(C=C3)C(=O)NC(CCC(=O)O)C(=O)O. Drug 2: CC1C(C(CC(O1)OC2CC(CC3=C2C(=C4C(=C3O)C(=O)C5=CC=CC=C5C4=O)O)(C(=O)C)O)N)O. Cell line: IGROV1. Synergy scores: CSS=47.0, Synergy_ZIP=-11.1, Synergy_Bliss=-16.5, Synergy_Loewe=-18.5, Synergy_HSA=-14.0. (8) Drug 1: CC1=C(C(=CC=C1)Cl)NC(=O)C2=CN=C(S2)NC3=CC(=NC(=N3)C)N4CCN(CC4)CCO. Drug 2: C1CN(P(=O)(OC1)NCCCl)CCCl. Cell line: SR. Synergy scores: CSS=-0.997, Synergy_ZIP=1.57, Synergy_Bliss=-0.846, Synergy_Loewe=-7.04, Synergy_HSA=-6.49.